Regression. Given two drug SMILES strings and cell line genomic features, predict the synergy score measuring deviation from expected non-interaction effect. From a dataset of NCI-60 drug combinations with 297,098 pairs across 59 cell lines. Drug 1: COC1=CC(=CC(=C1O)OC)C2C3C(COC3=O)C(C4=CC5=C(C=C24)OCO5)OC6C(C(C7C(O6)COC(O7)C8=CC=CS8)O)O. Drug 2: CCCCCOC(=O)NC1=NC(=O)N(C=C1F)C2C(C(C(O2)C)O)O. Cell line: TK-10. Synergy scores: CSS=25.7, Synergy_ZIP=0.0418, Synergy_Bliss=4.62, Synergy_Loewe=-10.4, Synergy_HSA=5.14.